Dataset: Forward reaction prediction with 1.9M reactions from USPTO patents (1976-2016). Task: Predict the product of the given reaction. (1) The product is: [N:2]1([CH2:7][C:8]([CH:28]2[NH:27][C@H:26]([C:24]([NH:23][C:20]3[CH:19]=[CH:18][C:17]([O:16][C:15]4[CH:39]=[CH:40][C:12]([F:11])=[CH:13][CH:14]=4)=[CH:22][CH:21]=3)=[O:25])[CH2:30][C@H:29]2[CH2:31][C:32]2[CH:33]=[CH:34][C:35]([CH3:38])=[CH:36][CH:37]=2)=[O:10])[CH:6]=[N:5][CH:4]=[N:3]1. Given the reactants Cl.[N:2]1([CH2:7][C:8]([OH:10])=O)[CH:6]=[N:5][CH:4]=[N:3]1.[F:11][C:12]1[CH:40]=[CH:39][C:15]([O:16][C:17]2[CH:22]=[CH:21][C:20]([NH:23][C:24]([C@@H:26]3[CH2:30][C@@H:29]([CH2:31][C:32]4[CH:37]=[CH:36][C:35]([CH3:38])=[CH:34][CH:33]=4)[CH2:28][NH:27]3)=[O:25])=[CH:19][CH:18]=2)=[CH:14][CH:13]=1, predict the reaction product. (2) The product is: [CH:10]([C:2]1[N:9]=[CH:8][CH:7]=[CH:6][C:3]=1[CH:4]=[O:5])=[CH2:11]. Given the reactants Br[C:2]1[N:9]=[CH:8][CH:7]=[CH:6][C:3]=1[CH:4]=[O:5].[CH:10]([B-](F)(F)F)=[CH2:11].[K+], predict the reaction product. (3) Given the reactants C(=O)([O-])[O-].C(=O)(O)[O-].C(=O)(O)[O-].[Na+].[NH2:14][C:15]1[S:16][C:17]2[CH:23]=[C:22]([OH:24])[CH:21]=[CH:20][C:18]=2[N:19]=1.[CH:25]1[C:30]([C:31]([CH2:33]Br)=O)=[CH:29][CH:28]=[C:27]([N+:35]([O-:37])=[O:36])[CH:26]=1, predict the reaction product. The product is: [N+:35]([C:27]1[CH:28]=[CH:29][C:30]([C:31]2[N:14]=[C:15]3[N:19]([CH:33]=2)[C:18]2[CH:20]=[CH:21][C:22]([OH:24])=[CH:23][C:17]=2[S:16]3)=[CH:25][CH:26]=1)([O-:37])=[O:36]. (4) Given the reactants [NH2:1][CH2:2][CH2:3][CH2:4][CH2:5][CH2:6][OH:7].[CH3:8][O:9][C:10]1[CH:17]=[C:16]([O:18][CH3:19])[CH:15]=[CH:14][C:11]=1[CH:12]=O.C(O)(=O)C.[BH4-].[Na+].C([O-])(O)=O.[Na+], predict the reaction product. The product is: [CH3:8][O:9][C:10]1[CH:17]=[C:16]([O:18][CH3:19])[CH:15]=[CH:14][C:11]=1[CH2:12][NH:1][CH2:2][CH2:3][CH2:4][CH2:5][CH2:6][OH:7].